This data is from Reaction yield outcomes from USPTO patents with 853,638 reactions. The task is: Predict the reaction yield, written as a fraction of the theoretical maximum amount of product (1.0 means a 100% yield; for example, 0.34 means a 34% yield). (1) The reactants are Cl[CH2:2][C:3]1[CH:12]=[CH:11][C:6]2[O:7][CH2:8][CH2:9][O:10][C:5]=2[CH:4]=1.[C-:13]#[N:14].[Na+].O. The catalyst is CS(C)=O. The product is [O:7]1[CH2:8][CH2:9][O:10][C:5]2[CH:4]=[C:3]([CH2:2][C:13]#[N:14])[CH:12]=[CH:11][C:6]1=2. The yield is 0.860. (2) The product is [Cl:1][C:2]1[CH:7]=[C:6]([NH:29][C:26]2[CH:25]=[C:24]([CH:21]3[CH2:23][CH2:22]3)[NH:28][N:27]=2)[C:5]([N+:9]([O-:11])=[O:10])=[CH:4][N:3]=1. The yield is 0.890. The reactants are [Cl:1][C:2]1[CH:7]=[C:6](Cl)[C:5]([N+:9]([O-:11])=[O:10])=[CH:4][N:3]=1.CCN(C(C)C)C(C)C.[CH:21]1([C:24]2[NH:28][N:27]=[C:26]([NH2:29])[CH:25]=2)[CH2:23][CH2:22]1. The catalyst is C1COCC1. (3) The reactants are [CH2:1]([O:3][C:4]([C:6]1([C:9]2[CH:14]=[CH:13][C:12]([C:15]3[CH:20]=[CH:19][C:18]([C:21]4[S:22][C:23]([Cl:29])=[CH:24][C:25]=4C(=O)N)=[CH:17][C:16]=3[O:30][CH3:31])=[CH:11][CH:10]=2)[CH2:8][CH2:7]1)=[O:5])[CH3:2].[N:32]1[CH:37]=CC=CC=1.FC(F)(F)C(OI(C1C=CC=CC=1)OC(=O)C(F)(F)F)=[O:41].[F:59][C:60]1[CH:65]=[C:64]([F:66])[CH:63]=[CH:62][C:61]=1[C@H:67]([OH:69])[CH3:68]. The catalyst is C1(C)C=CC=CC=1.O.C(OCC)(=O)C. The product is [CH2:1]([O:3][C:4]([C:6]1([C:9]2[CH:10]=[CH:11][C:12]([C:15]3[CH:20]=[CH:19][C:18]([C:21]4[S:22][C:23]([Cl:29])=[CH:24][C:25]=4[NH:32][C:37]([O:69][C@@H:67]([C:61]4[CH:62]=[CH:63][C:64]([F:66])=[CH:65][C:60]=4[F:59])[CH3:68])=[O:41])=[CH:17][C:16]=3[O:30][CH3:31])=[CH:13][CH:14]=2)[CH2:8][CH2:7]1)=[O:5])[CH3:2]. The yield is 0.620.